Dataset: TCR-epitope binding with 47,182 pairs between 192 epitopes and 23,139 TCRs. Task: Binary Classification. Given a T-cell receptor sequence (or CDR3 region) and an epitope sequence, predict whether binding occurs between them. The epitope is KLGGALQAK. The TCR CDR3 sequence is CASRTGNYGYTF. Result: 1 (the TCR binds to the epitope).